Dataset: NCI-60 drug combinations with 297,098 pairs across 59 cell lines. Task: Regression. Given two drug SMILES strings and cell line genomic features, predict the synergy score measuring deviation from expected non-interaction effect. (1) Drug 1: C1=C(C(=O)NC(=O)N1)N(CCCl)CCCl. Drug 2: COCCOC1=C(C=C2C(=C1)C(=NC=N2)NC3=CC=CC(=C3)C#C)OCCOC.Cl. Cell line: MOLT-4. Synergy scores: CSS=80.7, Synergy_ZIP=11.6, Synergy_Bliss=10.8, Synergy_Loewe=3.79, Synergy_HSA=10.2. (2) Drug 1: CC=C1C(=O)NC(C(=O)OC2CC(=O)NC(C(=O)NC(CSSCCC=C2)C(=O)N1)C(C)C)C(C)C. Cell line: SNB-75. Drug 2: CCC1=C2CN3C(=CC4=C(C3=O)COC(=O)C4(CC)O)C2=NC5=C1C=C(C=C5)O. Synergy scores: CSS=40.2, Synergy_ZIP=0.390, Synergy_Bliss=-1.41, Synergy_Loewe=-0.173, Synergy_HSA=1.31. (3) Drug 1: CC1=C(C(=O)C2=C(C1=O)N3CC4C(C3(C2COC(=O)N)OC)N4)N. Drug 2: C1CN(P(=O)(OC1)NCCCl)CCCl. Cell line: TK-10. Synergy scores: CSS=9.44, Synergy_ZIP=-2.34, Synergy_Bliss=3.32, Synergy_Loewe=-5.73, Synergy_HSA=2.34. (4) Drug 1: C1=C(C(=O)NC(=O)N1)F. Drug 2: C1CN(P(=O)(OC1)NCCCl)CCCl. Cell line: BT-549. Synergy scores: CSS=31.2, Synergy_ZIP=-8.99, Synergy_Bliss=-4.76, Synergy_Loewe=-12.6, Synergy_HSA=-4.99. (5) Drug 1: C1=C(C(=O)NC(=O)N1)N(CCCl)CCCl. Drug 2: CCC1(CC2CC(C3=C(CCN(C2)C1)C4=CC=CC=C4N3)(C5=C(C=C6C(=C5)C78CCN9C7C(C=CC9)(C(C(C8N6C)(C(=O)OC)O)OC(=O)C)CC)OC)C(=O)OC)O.OS(=O)(=O)O. Cell line: LOX IMVI. Synergy scores: CSS=35.5, Synergy_ZIP=-10.3, Synergy_Bliss=-4.58, Synergy_Loewe=-2.65, Synergy_HSA=0.120. (6) Cell line: NCI/ADR-RES. Drug 2: C1=CC(=CC=C1C#N)C(C2=CC=C(C=C2)C#N)N3C=NC=N3. Drug 1: CS(=O)(=O)C1=CC(=C(C=C1)C(=O)NC2=CC(=C(C=C2)Cl)C3=CC=CC=N3)Cl. Synergy scores: CSS=13.4, Synergy_ZIP=-1.26, Synergy_Bliss=4.67, Synergy_Loewe=4.88, Synergy_HSA=4.58. (7) Drug 1: COC1=C(C=C2C(=C1)N=CN=C2NC3=CC(=C(C=C3)F)Cl)OCCCN4CCOCC4. Drug 2: C1C(C(OC1N2C=C(C(=O)NC2=O)F)CO)O. Cell line: K-562. Synergy scores: CSS=38.8, Synergy_ZIP=-2.35, Synergy_Bliss=-1.08, Synergy_Loewe=-4.45, Synergy_HSA=4.15. (8) Drug 1: C1C(C(OC1N2C=C(C(=O)NC2=O)F)CO)O. Drug 2: CN(C(=O)NC(C=O)C(C(C(CO)O)O)O)N=O. Cell line: NCI-H226. Synergy scores: CSS=0.957, Synergy_ZIP=-1.61, Synergy_Bliss=-2.31, Synergy_Loewe=-0.736, Synergy_HSA=-0.857. (9) Cell line: NCI-H522. Drug 1: CNC(=O)C1=CC=CC=C1SC2=CC3=C(C=C2)C(=NN3)C=CC4=CC=CC=N4. Synergy scores: CSS=10.4, Synergy_ZIP=-3.69, Synergy_Bliss=1.82, Synergy_Loewe=0.919, Synergy_HSA=2.47. Drug 2: C1CCC(C1)C(CC#N)N2C=C(C=N2)C3=C4C=CNC4=NC=N3. (10) Drug 1: C1CN1C2=NC(=NC(=N2)N3CC3)N4CC4. Drug 2: C1CC(=O)NC(=O)C1N2C(=O)C3=CC=CC=C3C2=O. Cell line: SF-295. Synergy scores: CSS=42.6, Synergy_ZIP=2.40, Synergy_Bliss=3.40, Synergy_Loewe=-27.2, Synergy_HSA=0.910.